Dataset: Forward reaction prediction with 1.9M reactions from USPTO patents (1976-2016). Task: Predict the product of the given reaction. Given the reactants [N+:1]([C:4]1[CH:5]=[C:6]([CH:20]=[CH:21][C:22]=1[N+:23]([O-])=O)[NH:7][C:8]([C:10]1[CH:11]=[CH:12][C:13]2[N:17]=[N:16][N:15]([CH3:18])[C:14]=2[CH:19]=1)=[O:9])([O-])=O.[CH3:26][N:27]([CH3:36])[C:28]1[CH:35]=[CH:34][C:31]([CH:32]=O)=[CH:30][CH:29]=1, predict the reaction product. The product is: [CH3:26][N:27]([CH3:36])[C:28]1[CH:35]=[CH:34][C:31]([C:32]2[NH:23][C:22]3[CH:21]=[CH:20][C:6]([NH:7][C:8]([C:10]4[CH:11]=[CH:12][C:13]5[N:17]=[N:16][N:15]([CH3:18])[C:14]=5[CH:19]=4)=[O:9])=[CH:5][C:4]=3[N:1]=2)=[CH:30][CH:29]=1.